The task is: Predict which catalyst facilitates the given reaction.. This data is from Catalyst prediction with 721,799 reactions and 888 catalyst types from USPTO. Reactant: Br[C:2]1[S:3][CH:4]=[CH:5][C:6]=1[CH3:7].[Mg].[CH3:9][O:10][CH2:11][CH2:12]OS(C1C=CC(C)=CC=1)(=O)=O. Product: [CH3:9][O:10][CH2:11][CH2:12][C:2]1[S:3][CH:4]=[CH:5][C:6]=1[CH3:7]. The catalyst class is: 27.